Dataset: Full USPTO retrosynthesis dataset with 1.9M reactions from patents (1976-2016). Task: Predict the reactants needed to synthesize the given product. Given the product [NH2:19][C:14]1[N:15]=[CH:16][C:17]2[C:12]([CH:13]=1)=[CH:11][CH:10]=[C:9]([C:22]1[C:23]([CH3:34])=[CH:24][C:25]([CH:28]([OH:33])[C:29]([F:31])([F:30])[F:32])=[N:26][CH:27]=1)[CH:18]=2, predict the reactants needed to synthesize it. The reactants are: CC1(C)C(C)(C)OB([C:9]2[CH:18]=[C:17]3[C:12]([CH:13]=[C:14]([NH2:19])[N:15]=[CH:16]3)=[CH:11][CH:10]=2)O1.Br[C:22]1[C:23]([CH3:34])=[CH:24][C:25]([CH:28]([OH:33])[C:29]([F:32])([F:31])[F:30])=[N:26][CH:27]=1.C(=O)([O-])[O-].[Na+].[Na+].